This data is from Forward reaction prediction with 1.9M reactions from USPTO patents (1976-2016). The task is: Predict the product of the given reaction. (1) Given the reactants C([O:3][C:4](=[O:32])[C:5]1[CH:10]=[C:9]([N:11]2[C:15]([CH3:16])=[CH:14][CH:13]=[C:12]2[C:17]2[CH:22]=[CH:21][CH:20]=[CH:19][C:18]=2[O:23][CH2:24][C:25]2[CH:30]=[CH:29][C:28]([F:31])=[CH:27][CH:26]=2)[CH:8]=[N:7][CH:6]=1)C.C(O)C, predict the reaction product. The product is: [F:31][C:28]1[CH:27]=[CH:26][C:25]([CH2:24][O:23][C:18]2[CH:19]=[CH:20][CH:21]=[CH:22][C:17]=2[C:12]2[N:11]([C:9]3[CH:8]=[N:7][CH:6]=[C:5]([CH:10]=3)[C:4]([OH:32])=[O:3])[C:15]([CH3:16])=[CH:14][CH:13]=2)=[CH:30][CH:29]=1. (2) Given the reactants Br[C:2]1[C:7]2[N:8]=[CH:9][O:10][C:6]=2[C:5](Br)=[CH:4][CH:3]=1.[C:12]([C:14]1[N:15]=[C:16]([C@@H:19]2[CH2:23][CH2:22][CH2:21][N:20]2[C:24]([C@@H:26]([NH:30][C:31](=[O:34])[O:32][CH3:33])[CH:27]([CH3:29])[CH3:28])=[O:25])[NH:17][CH:18]=1)#[CH:13], predict the reaction product. The product is: [CH3:33][O:32][C:31]([NH:30][C@@H:26]([CH:27]([CH3:29])[CH3:28])[C:24]([N:20]1[CH2:21][CH2:22][CH2:23][C@H:19]1[C:16]1[NH:17][CH:18]=[C:14]([C:12]#[C:13][C:2]2[C:7]3[N:8]=[CH:9][O:10][C:6]=3[C:5]([C:13]#[C:12][C:14]3[N:15]=[C:16]([C@@H:19]4[CH2:23][CH2:22][CH2:21][N:20]4[C:24]([C@@H:26]([NH:30][C:31](=[O:34])[O:32][CH3:33])[CH:27]([CH3:29])[CH3:28])=[O:25])[NH:17][CH:18]=3)=[CH:4][CH:3]=2)[N:15]=1)=[O:25])=[O:34]. (3) Given the reactants [NH:1]1[CH2:6][CH2:5][O:4][CH2:3][CH2:2]1.[Br:7][CH2:8][CH2:9][O:10][C:11](Cl)=[O:12], predict the reaction product. The product is: [Br:7][CH2:8][CH2:9][O:10][C:11]([N:1]1[CH2:6][CH2:5][O:4][CH2:3][CH2:2]1)=[O:12]. (4) Given the reactants C[Al](C)C.CO[C:7]([C:9]1[S:10][CH:11]=[CH:12][C:13]=1[NH:14][C:15]1[C:16]2[C:23]([CH3:24])=[CH:22][NH:21][C:17]=2[N:18]=[CH:19][N:20]=1)=[O:8].[Cl:25][C:26]1[CH:27]=[C:28]([CH:31]=[CH:32][CH:33]=1)[CH2:29][NH2:30], predict the reaction product. The product is: [Cl:25][C:26]1[CH:27]=[C:28]([CH:31]=[CH:32][CH:33]=1)[CH2:29][NH:30][C:7]([C:9]1[S:10][CH:11]=[CH:12][C:13]=1[NH:14][C:15]1[C:16]2[C:23]([CH3:24])=[CH:22][NH:21][C:17]=2[N:18]=[CH:19][N:20]=1)=[O:8]. (5) Given the reactants [C:1]([C@:3]12[CH2:20][CH2:19][C@@:17]3([CH3:18])[C@@H:13]([CH2:14][C@@H:15](CC([O-])=O)[CH2:16]3)[C@@H:12]1[CH2:11][CH2:10][C:9]1[CH:8]=[C:7]([OH:25])[CH:6]=[CH:5][C:4]2=1)#[N:2].C(=O)([O-])[O-:27].[K+].[K+], predict the reaction product. The product is: [C:1]([C@:3]12[CH2:20][CH2:19][C@@:17]3([CH3:18])[C@@H:13]([CH2:14][C@@H:15]([OH:27])[CH2:16]3)[C@@H:12]1[CH2:11][CH2:10][C:9]1[CH:8]=[C:7]([OH:25])[CH:6]=[CH:5][C:4]2=1)#[N:2].